Dataset: Experimentally validated miRNA-target interactions with 360,000+ pairs, plus equal number of negative samples. Task: Binary Classification. Given a miRNA mature sequence and a target amino acid sequence, predict their likelihood of interaction. (1) The miRNA is hsa-miR-361-3p with sequence UCCCCCAGGUGUGAUUCUGAUUU. The protein sequence of the target gene is MEGCVSNLMVCNLAYSGKLEELKESILADKSLATRTDQDSRTALHWACSAGHTEIVEFLLQLGVPVNDKDDAGWSPLHIAASAGRDEIVKALLGKGAQVNAVNQNGCTPLHYAASKNRHEIAVMLLEGGANPDAKDHYEATAMHRAAAKGNLKMIHILLYYKASTNIQDTEGNTPLHLACDEERVEEAKLLVSQGASIYIENKEEKTPLQVAKGGLGLILKRMVEG. Result: 0 (no interaction). (2) The miRNA is hsa-miR-4526 with sequence GCUGACAGCAGGGCUGGCCGCU. The protein sequence of the target gene is MDEQSQGMQGPPVTQFQPQKALRPDMGYNTLANFRIEKKIGRGQFSEVYRASCLLDGVPVALKKVQIFDLMDAKARADCIKEIDLLKQLNHPNVIKYYASFIEDNELNIVLELADAGDLSRMIKHFKKQKRLIPERTVWKYFVQLCSALDHMHSRRVMHRDIKPANVFITATGVVKLGDLGLGRFFSSKTTAAHSLVGTPYYMSPERIHENGYNFKSDIWSLGCLLYEMAALQSPFYGDKMNLYSLCKKIEQCDYPPLPSDHYSEELRQLVNICINPDPEKRPDIAYVYDVAKRMHACTA.... Result: 0 (no interaction). (3) The miRNA is mmu-miR-670-5p with sequence AUCCCUGAGUGUAUGUGGUGAA. The protein sequence of the target gene is MFRGAWMWPGKDAAALTICCCCCCWAPRQSDKPCADSERAQRWRLSLASLLFFTVLLADHLWLCAGARPRARELSSAMRPPWGAGRERQPVPPRAVLPPPPPSPGEPSASSGTCGPRYSNLTKAAPAAGSGPVCNGVPEPTGLDAACTKLESLQRLFEPTTPAPPLRPPDSPSRAPEFPSAKKNLLKGHFRNFTLSFCDTYTVWDLLLGMDRPDSLDCSLDTLLGDLLAVVASPGSGTWEACSNCIEAYQRLDRHAQEKYDEFDLVLHKYLQAEEYSIRSCTKGCKAVYKAWLCSEYFSV.... Result: 0 (no interaction). (4) The miRNA is hsa-miR-6748-3p with sequence UCCUGUCCCUGUCUCCUACAG. The protein sequence of the target gene is MAQHDFAPAWLNFPTPPSSTKSSLNFEKHSENFAWTENRYDVNRRRHNSSDGFDSAIGRPNGGNFGRKEKNGWRTHGRNGTENINHRGGYHGGSSRSRSSIFHAGKSQGLHENNIPDNETGRKEDKRERKQFEAEDFPSLNPEYEREPNHNKSLAAGVWEYPPNPKSRAPRMLVIKKGNTKDLQLSGFPVVGNLPSQPVKNGTGPSVYKGLVPKPAAPPTKPTQWKSQTKENKVGTSFPHESTFGVGNFNAFKSTAKNFSPSTNSVKECNRSNSSSPVDKLNQQPRLTKLTRMRTDKKSE.... Result: 1 (interaction). (5) The miRNA is hsa-miR-3613-3p with sequence ACAAAAAAAAAAGCCCAACCCUUC. The protein sequence of the target gene is MKLWVSALLMAWFGVLSCVQAEFFTSIGHMTDLIYAEKELVQSLKEYILVEEAKLSKIKSWANKMEALTSKSAADAEGYLAHPVNAYKLVKRLNTDWPALEDLVLQDSAAGFIANLSVQRQFFPTDEDEIGAAKALMRLQDTYRLDPGTISRGELPGTKYQAMLSVDDCFGMGRSAYNEGDYYHTVLWMEQVLKQLDAGEEATTTKSQVLDYLSYAVFQLGDLHRALELTRRLLSLDPSHERAGGNLRYFEQLLEEEREKTLTNQTEAELATPEGIYERPVDYLPERDVYESLCRGEGVK.... Result: 0 (no interaction).